This data is from Experimentally validated miRNA-target interactions with 360,000+ pairs, plus equal number of negative samples. The task is: Binary Classification. Given a miRNA mature sequence and a target amino acid sequence, predict their likelihood of interaction. (1) The miRNA is mmu-miR-340-3p with sequence UCCGUCUCAGUUACUUUAUAGC. The protein sequence of the target gene is MAAAVSGVVRRVEELGDLAQAHIQHLSEAAGEDDHFLIRASAALEKLKLLCGEEKECSNPSNLLELYTQAILDMTYFEENKLVDEDFPEDCSPQKVKELLAFLSEPEILAKESNMHPKLCGLLGAELLECLSWRRGALLYMYCHSLTKRREWLLRKSNLLQKYLVDGINYLLQMLNYRCPVQLNEGVSFQDLDTAKLLSTGVFSDIHVLAMMYSGEMCYWGLKHCTDQQSENHEVDTDVFGASCTTHKETLDFREVGEKILKKYVSVCEGPLKEQEWNTANAKQILSFFQQRCS. Result: 1 (interaction). (2) The miRNA is ath-miR167a-5p with sequence UGAAGCUGCCAGCAUGAUCUA. The protein sequence of the target gene is MTAPCSQPAQLPGRRQLGLVPFPPPPPRTPLLWLLLLLLAAVAPARGWESGDLELFDLVEEVQLNFYQFLGVQQDASSADIRKAYRKLSLTLHPDKNKDENAETQFRQLVAIYEVLKDDERRQRYDDILINGLPDWRQPVFYYRRVRKMSNAELALLLFIILTVGHYAVVWSIYLEKQLDELLSRKKREKKKKTGSKSVDVSKLGASEKNERLLMKPQWHDLLPCKLGIWFCLTLKALPHLIQDAGQFYAKYKETRLKEKEDALTRTELETLQKQKKVKKPKPEFPVYTPLETTYIQSYD.... Result: 0 (no interaction).